Dataset: Peptide-MHC class I binding affinity with 185,985 pairs from IEDB/IMGT. Task: Regression. Given a peptide amino acid sequence and an MHC pseudo amino acid sequence, predict their binding affinity value. This is MHC class I binding data. (1) The binding affinity (normalized) is 0.0847. The peptide sequence is YFYYNAFHWAI. The MHC is HLA-B44:03 with pseudo-sequence HLA-B44:03. (2) The peptide sequence is VLEGFEGDL. The MHC is HLA-A02:03 with pseudo-sequence HLA-A02:03. The binding affinity (normalized) is 0.196. (3) The peptide sequence is ALAPWQQAV. The MHC is HLA-A02:01 with pseudo-sequence HLA-A02:01. The binding affinity (normalized) is 0.820.